From a dataset of TCR-epitope binding with 47,182 pairs between 192 epitopes and 23,139 TCRs. Binary Classification. Given a T-cell receptor sequence (or CDR3 region) and an epitope sequence, predict whether binding occurs between them. The epitope is VTEHDTLLY. The TCR CDR3 sequence is CSVEEGAYEQYF. Result: 1 (the TCR binds to the epitope).